From a dataset of NCI-60 drug combinations with 297,098 pairs across 59 cell lines. Regression. Given two drug SMILES strings and cell line genomic features, predict the synergy score measuring deviation from expected non-interaction effect. (1) Drug 1: C1=C(C(=O)NC(=O)N1)N(CCCl)CCCl. Drug 2: CN(C)C1=NC(=NC(=N1)N(C)C)N(C)C. Cell line: 786-0. Synergy scores: CSS=16.1, Synergy_ZIP=3.80, Synergy_Bliss=5.86, Synergy_Loewe=-20.4, Synergy_HSA=3.76. (2) Drug 1: C1CCC(CC1)NC(=O)N(CCCl)N=O. Drug 2: CC1=CC=C(C=C1)C2=CC(=NN2C3=CC=C(C=C3)S(=O)(=O)N)C(F)(F)F. Cell line: UACC-257. Synergy scores: CSS=1.18, Synergy_ZIP=-1.16, Synergy_Bliss=-0.480, Synergy_Loewe=-3.12, Synergy_HSA=-3.08. (3) Drug 1: CC12CCC3C(C1CCC2O)C(CC4=C3C=CC(=C4)O)CCCCCCCCCS(=O)CCCC(C(F)(F)F)(F)F. Drug 2: C1CN(CCN1C(=O)CCBr)C(=O)CCBr. Cell line: SF-295. Synergy scores: CSS=12.6, Synergy_ZIP=-6.61, Synergy_Bliss=-3.79, Synergy_Loewe=-8.84, Synergy_HSA=-3.84. (4) Drug 1: CC1C(C(=O)NC(C(=O)N2CCCC2C(=O)N(CC(=O)N(C(C(=O)O1)C(C)C)C)C)C(C)C)NC(=O)C3=C4C(=C(C=C3)C)OC5=C(C(=O)C(=C(C5=N4)C(=O)NC6C(OC(=O)C(N(C(=O)CN(C(=O)C7CCCN7C(=O)C(NC6=O)C(C)C)C)C)C(C)C)C)N)C. Drug 2: CC1=C(C=C(C=C1)NC(=O)C2=CC=C(C=C2)CN3CCN(CC3)C)NC4=NC=CC(=N4)C5=CN=CC=C5. Cell line: HOP-92. Synergy scores: CSS=2.32, Synergy_ZIP=3.52, Synergy_Bliss=3.85, Synergy_Loewe=-9.52, Synergy_HSA=0.330. (5) Drug 1: COC1=NC(=NC2=C1N=CN2C3C(C(C(O3)CO)O)O)N. Drug 2: C1=CN(C=N1)CC(O)(P(=O)(O)O)P(=O)(O)O. Cell line: EKVX. Synergy scores: CSS=2.93, Synergy_ZIP=-1.46, Synergy_Bliss=-0.203, Synergy_Loewe=2.75, Synergy_HSA=0.0755. (6) Drug 1: CN(CCCl)CCCl.Cl. Drug 2: CCN(CC)CCCC(C)NC1=C2C=C(C=CC2=NC3=C1C=CC(=C3)Cl)OC. Cell line: SK-OV-3. Synergy scores: CSS=12.0, Synergy_ZIP=-6.39, Synergy_Bliss=-6.91, Synergy_Loewe=0.518, Synergy_HSA=-3.77. (7) Drug 1: COC1=NC(=NC2=C1N=CN2C3C(C(C(O3)CO)O)O)N. Drug 2: CC1CCC2CC(C(=CC=CC=CC(CC(C(=O)C(C(C(=CC(C(=O)CC(OC(=O)C3CCCCN3C(=O)C(=O)C1(O2)O)C(C)CC4CCC(C(C4)OC)O)C)C)O)OC)C)C)C)OC. Cell line: NCI/ADR-RES. Synergy scores: CSS=-0.846, Synergy_ZIP=2.27, Synergy_Bliss=1.54, Synergy_Loewe=-0.496, Synergy_HSA=-1.24. (8) Drug 1: COC1=C(C=C2C(=C1)N=CN=C2NC3=CC(=C(C=C3)F)Cl)OCCCN4CCOCC4. Drug 2: CN1C2=C(C=C(C=C2)N(CCCl)CCCl)N=C1CCCC(=O)O.Cl. Cell line: NCI-H460. Synergy scores: CSS=21.9, Synergy_ZIP=-6.04, Synergy_Bliss=2.82, Synergy_Loewe=-22.4, Synergy_HSA=3.00.